This data is from NCI-60 drug combinations with 297,098 pairs across 59 cell lines. The task is: Regression. Given two drug SMILES strings and cell line genomic features, predict the synergy score measuring deviation from expected non-interaction effect. (1) Drug 1: COC1=NC(=NC2=C1N=CN2C3C(C(C(O3)CO)O)O)N. Drug 2: CN(CCCl)CCCl.Cl. Cell line: UACC-257. Synergy scores: CSS=8.96, Synergy_ZIP=-2.94, Synergy_Bliss=-1.40, Synergy_Loewe=-8.59, Synergy_HSA=-0.981. (2) Drug 1: CC1OCC2C(O1)C(C(C(O2)OC3C4COC(=O)C4C(C5=CC6=C(C=C35)OCO6)C7=CC(=C(C(=C7)OC)O)OC)O)O. Drug 2: C1=CC=C(C=C1)NC(=O)CCCCCCC(=O)NO. Cell line: NCI-H460. Synergy scores: CSS=67.4, Synergy_ZIP=0.651, Synergy_Bliss=-0.848, Synergy_Loewe=1.67, Synergy_HSA=5.13. (3) Drug 1: CC=C1C(=O)NC(C(=O)OC2CC(=O)NC(C(=O)NC(CSSCCC=C2)C(=O)N1)C(C)C)C(C)C. Drug 2: C1CN(CCN1C(=O)CCBr)C(=O)CCBr. Cell line: COLO 205. Synergy scores: CSS=49.3, Synergy_ZIP=-4.82, Synergy_Bliss=0.505, Synergy_Loewe=-34.0, Synergy_HSA=-0.595. (4) Drug 1: CC(CN1CC(=O)NC(=O)C1)N2CC(=O)NC(=O)C2. Drug 2: C1CC(C1)(C(=O)O)C(=O)O.[NH2-].[NH2-].[Pt+2]. Cell line: TK-10. Synergy scores: CSS=17.8, Synergy_ZIP=-6.66, Synergy_Bliss=-1.98, Synergy_Loewe=-2.24, Synergy_HSA=0.607. (5) Drug 1: CC(C1=C(C=CC(=C1Cl)F)Cl)OC2=C(N=CC(=C2)C3=CN(N=C3)C4CCNCC4)N. Drug 2: COC1=CC(=CC(=C1O)OC)C2C3C(COC3=O)C(C4=CC5=C(C=C24)OCO5)OC6C(C(C7C(O6)COC(O7)C8=CC=CS8)O)O. Cell line: MALME-3M. Synergy scores: CSS=25.7, Synergy_ZIP=-5.04, Synergy_Bliss=-0.542, Synergy_Loewe=-6.85, Synergy_HSA=-0.492. (6) Drug 1: CC1=C2C(C(=O)C3(C(CC4C(C3C(C(C2(C)C)(CC1OC(=O)C(C(C5=CC=CC=C5)NC(=O)OC(C)(C)C)O)O)OC(=O)C6=CC=CC=C6)(CO4)OC(=O)C)O)C)O. Drug 2: CS(=O)(=O)OCCCCOS(=O)(=O)C. Cell line: NCI-H460. Synergy scores: CSS=57.2, Synergy_ZIP=-4.26, Synergy_Bliss=-5.29, Synergy_Loewe=-22.2, Synergy_HSA=-3.85. (7) Drug 1: CC(C)NC(=O)C1=CC=C(C=C1)CNNC.Cl. Drug 2: C1CN(P(=O)(OC1)NCCCl)CCCl. Cell line: MALME-3M. Synergy scores: CSS=5.51, Synergy_ZIP=3.71, Synergy_Bliss=1.16, Synergy_Loewe=-4.31, Synergy_HSA=1.53. (8) Drug 1: C1=C(C(=O)NC(=O)N1)F. Drug 2: COC1=C2C(=CC3=C1OC=C3)C=CC(=O)O2. Cell line: NCI-H522. Synergy scores: CSS=11.9, Synergy_ZIP=-9.76, Synergy_Bliss=-9.19, Synergy_Loewe=-12.2, Synergy_HSA=-9.31.